This data is from CYP2C19 inhibition data for predicting drug metabolism from PubChem BioAssay. The task is: Regression/Classification. Given a drug SMILES string, predict its absorption, distribution, metabolism, or excretion properties. Task type varies by dataset: regression for continuous measurements (e.g., permeability, clearance, half-life) or binary classification for categorical outcomes (e.g., BBB penetration, CYP inhibition). Dataset: cyp2c19_veith. (1) The compound is c1csc(CNc2ccnc(-c3ccc4c(c3)OCO4)n2)c1. The result is 1 (inhibitor). (2) The molecule is COc1ccc2nc(Sc3c([N+](=O)[O-])nc(C)n3Cc3ccccc3)[nH]c2c1. The result is 1 (inhibitor). (3) The drug is COc1ccccc1Cn1nnc2c(=O)[nH]c(C3CCN(C(=O)c4ccc(F)cc4)CC3)nc21. The result is 1 (inhibitor). (4) The molecule is Cn1cccc1C(=O)N1CCC2(CCN(C(=O)Nc3ccccc3)CC2)CC1. The result is 0 (non-inhibitor). (5) The molecule is CC(C)(C)N1C(=O)[C@@H]2CC=C3C(=O)[C@H]4O[C@H]4[C@@H](O)[C@H]3[C@H]2C1=O. The result is 0 (non-inhibitor).